From a dataset of Peptide-MHC class I binding affinity with 185,985 pairs from IEDB/IMGT. Regression. Given a peptide amino acid sequence and an MHC pseudo amino acid sequence, predict their binding affinity value. This is MHC class I binding data. (1) The MHC is HLA-A33:01 with pseudo-sequence HLA-A33:01. The binding affinity (normalized) is 0. The peptide sequence is QAKWRLQTL. (2) The peptide sequence is LPGPSDTPI. The MHC is HLA-B53:01 with pseudo-sequence HLA-B53:01. The binding affinity (normalized) is 0.524. (3) The peptide sequence is IHDFVDKTL. The MHC is HLA-B44:02 with pseudo-sequence HLA-B44:02. The binding affinity (normalized) is 0.0847.